This data is from Catalyst prediction with 721,799 reactions and 888 catalyst types from USPTO. The task is: Predict which catalyst facilitates the given reaction. (1) Reactant: [Si:1]([O:8][CH2:9][C@H:10]1[CH2:12][C@@:11]1([C:15]1[CH:20]=[CH:19][CH:18]=[CH:17][N:16]=1)[CH:13]=[O:14])([C:4]([CH3:7])([CH3:6])[CH3:5])([CH3:3])[CH3:2].[BH4-].[Na+]. Product: [Si:1]([O:8][CH2:9][C@H:10]1[CH2:12][C@:11]1([CH2:13][OH:14])[C:15]1[CH:20]=[CH:19][CH:18]=[CH:17][N:16]=1)([C:4]([CH3:7])([CH3:6])[CH3:5])([CH3:3])[CH3:2]. The catalyst class is: 5. (2) Reactant: [ClH:1].[NH2:2][C@H:3]([C:6]([OH:8])=[O:7])[CH2:4][SH:5].[C:9]1([C:15](O)([CH3:17])[CH3:16])[CH:14]=[CH:13][CH:12]=[CH:11][CH:10]=1. Product: [ClH:1].[NH2:2][C@@H:3]([CH2:4][S:5][C:15]([CH3:17])([C:9]1[CH:14]=[CH:13][CH:12]=[CH:11][CH:10]=1)[CH3:16])[C:6]([OH:8])=[O:7]. The catalyst class is: 33. (3) Reactant: Cl.[CH3:2][C:3]1[C:11]2[C:10]([N:12]3[CH2:17][CH2:16][CH:15]([NH2:18])[CH2:14][CH2:13]3)=[N:9][CH:8]=[N:7][C:6]=2[NH:5][CH:4]=1.CCN(C(C)C)C(C)C.[CH3:28][O:29][C:30]1[CH:31]=[C:32]([CH:36]=[CH:37][CH:38]=1)[C:33](Cl)=[O:34]. Product: [CH3:28][O:29][C:30]1[CH:31]=[C:32]([CH:36]=[CH:37][CH:38]=1)[C:33]([NH:18][CH:15]1[CH2:16][CH2:17][N:12]([C:10]2[N:9]=[CH:8][NH:7][C:6]3=[N:5][CH:4]=[C:3]([CH3:2])[C:11]=23)[CH2:13][CH2:14]1)=[O:34]. The catalyst class is: 2. (4) Reactant: [F:1][C:2]1[CH:7]=[CH:6][CH:5]=[CH:4][N:3]=1.C([N-]C(C)C)(C)C.[Li+].CN([CH:19]=[O:20])C.[NH4+].[Cl-]. Product: [F:1][C:2]1[C:7]([CH:19]=[O:20])=[CH:6][CH:5]=[CH:4][N:3]=1. The catalyst class is: 49. (5) Reactant: CS([O:5][CH2:6][CH2:7][CH2:8][N:9]1[CH:13]=[CH:12][CH:11]=[N:10]1)(=O)=O.C(=O)([O-])[O-].[Cs+].[Cs+].[F:20][C:21]1[CH:22]=[CH:23][C:24]([CH2:47][CH2:48][C:49]2[CH:54]=[CH:53][C:52](O)=[CH:51][C:50]=2[CH3:56])=[C:25]([C:27]2[N:32]=[C:31]([N:33]3[C:37]([C:38]([F:41])([F:40])[F:39])=[C:36]([C:42]([O:44][CH2:45][CH3:46])=[O:43])[CH:35]=[N:34]3)[CH:30]=[CH:29][CH:28]=2)[CH:26]=1. Product: [N:9]1([CH2:8][CH2:7][CH2:6][O:5][C:52]2[CH:53]=[CH:54][C:49]([CH2:48][CH2:47][C:24]3[CH:23]=[CH:22][C:21]([F:20])=[CH:26][C:25]=3[C:27]3[N:32]=[C:31]([N:33]4[C:37]([C:38]([F:41])([F:40])[F:39])=[C:36]([C:42]([O:44][CH2:45][CH3:46])=[O:43])[CH:35]=[N:34]4)[CH:30]=[CH:29][CH:28]=3)=[C:50]([CH3:56])[CH:51]=2)[CH:13]=[CH:12][CH:11]=[N:10]1. The catalyst class is: 47. (6) Reactant: [Li+].[CH3:2][Si]([N-][Si](C)(C)C)(C)C.[C:11]1([C:33]2[CH:38]=[CH:37][CH:36]=[CH:35][CH:34]=2)[CH:16]=[CH:15][C:14]([CH2:17][C@H:18]2[N:22]([CH2:23][C:24]3[CH:29]=[CH:28][C:27](OC)=[CH:26][CH:25]=3)[C:21](=[O:32])[CH2:20][CH2:19]2)=[CH:13][CH:12]=1.[C:39](Cl)(=[O:43])[CH:40]([CH3:42])[CH3:41].O1C[CH2:48][CH2:47][CH2:46]1. Product: [C:39]([C@@H:20]1[CH2:19][CH:18]([CH2:17][C:14]2[CH:15]=[CH:16][C:11]([C:33]3[CH:34]=[CH:35][CH:36]=[CH:37][CH:38]=3)=[CH:12][CH:13]=2)[N:22](/[CH:23]=[CH:24]/[C:25]2[CH:26]=[CH:27][CH:28]=[CH:29][CH:2]=2)[C:21]1=[O:32])(=[O:43])[C:40]1[CH:42]=[CH:48][CH:47]=[CH:46][CH:41]=1. The catalyst class is: 775. (7) The catalyst class is: 9. Product: [C:1]([O:5][C:6]([N:8]1[CH2:13][CH2:12][CH:11]([N:14]2[C:18]3=[N:19][CH:20]=[N:21][C:22]([O:24][C:25]4[CH:30]=[CH:29][C:28]([NH:31][S:32]([CH3:35])(=[O:34])=[O:33])=[C:27]([CH3:36])[CH:26]=4)=[C:17]3[CH:16]=[N:15]2)[CH2:10][CH2:9]1)=[O:7])([CH3:4])([CH3:3])[CH3:2]. Reactant: [C:1]([O:5][C:6]([N:8]1[CH2:13][CH2:12][CH:11]([N:14]2[C:18]3=[N:19][CH:20]=[N:21][C:22](Cl)=[C:17]3[CH:16]=[N:15]2)[CH2:10][CH2:9]1)=[O:7])([CH3:4])([CH3:3])[CH3:2].[OH:24][C:25]1[CH:30]=[CH:29][C:28]([NH:31][S:32]([CH3:35])(=[O:34])=[O:33])=[C:27]([CH3:36])[CH:26]=1.C(=O)([O-])[O-].[K+].[K+].C(=O)([O-])[O-].[Na+].[Na+]. (8) Reactant: [Cl:1][C:2]1[CH:10]=[C:9]([F:11])[C:8]([N+:12]([O-:14])=[O:13])=[CH:7][C:3]=1[C:4]([OH:6])=O.[NH2:15][C:16]1[CH:21]=[CH:20][CH:19]=[CH:18][C:17]=1O.CCN=C=NCCCN(C)C.O.C1(C)C=CC(S(O)(=O)=O)=CC=1. Product: [Cl:1][C:2]1[C:3]([C:4]2[O:6][C:17]3[CH:18]=[CH:19][CH:20]=[CH:21][C:16]=3[N:15]=2)=[CH:7][C:8]([N+:12]([O-:14])=[O:13])=[C:9]([F:11])[CH:10]=1. The catalyst class is: 408.